Dataset: Reaction yield outcomes from USPTO patents with 853,638 reactions. Task: Predict the reaction yield, written as a fraction of the theoretical maximum amount of product (1.0 means a 100% yield; for example, 0.34 means a 34% yield). (1) The reactants are C=O.[Br:3][C:4]1[CH:37]=[CH:36][C:7]([NH:8][C:9]2[C:18]3[C:13](=[CH:14][C:15]([O:21][CH2:22][CH:23]4[CH2:28][CH2:27][N:26]([C:29](OC(C)(C)C)=O)[CH2:25][CH2:24]4)=[C:16]([O:19][CH3:20])[CH:17]=3)[N:12]=[CH:11][N:10]=2)=[C:6]([F:38])[CH:5]=1. The catalyst is C(O)=O. The product is [Br:3][C:4]1[CH:37]=[CH:36][C:7]([NH:8][C:9]2[C:18]3[C:13](=[CH:14][C:15]([O:21][CH2:22][CH:23]4[CH2:24][CH2:25][N:26]([CH3:29])[CH2:27][CH2:28]4)=[C:16]([O:19][CH3:20])[CH:17]=3)[N:12]=[CH:11][N:10]=2)=[C:6]([F:38])[CH:5]=1. The yield is 0.880. (2) The reactants are [CH3:1][S:2]([C:5]1[CH:10]=[CH:9][C:8](B(O)O)=[CH:7][CH:6]=1)(=[O:4])=[O:3].Br[C:15]1[CH:20]=[CH:19][C:18]([OH:21])=[CH:17][C:16]=1[OH:22].C([O-])([O-])=O.[Na+].[Na+]. The catalyst is Cl[Pd](Cl)([P](C1C=CC=CC=1)(C1C=CC=CC=1)C1C=CC=CC=1)[P](C1C=CC=CC=1)(C1C=CC=CC=1)C1C=CC=CC=1.COCCOC. The product is [CH3:1][S:2]([C:5]1[CH:10]=[CH:9][C:8]([C:15]2[C:16]([OH:22])=[CH:17][C:18]([OH:21])=[CH:19][CH:20]=2)=[CH:7][CH:6]=1)(=[O:4])=[O:3]. The yield is 0.360. (3) No catalyst specified. The yield is 0.770. The product is [OH:22][C:14]1[CH:13]=[C:12]([NH:11][S:8]([C:4]2[CH:3]=[C:2]([C:28]3[CH:29]=[CH:30][C:25]([C:24]([F:35])([F:34])[F:23])=[CH:26][CH:27]=3)[CH:7]=[CH:6][CH:5]=2)(=[O:10])=[O:9])[CH:21]=[CH:20][C:15]=1[C:16]([O:18][CH3:19])=[O:17]. The reactants are Br[C:2]1[CH:3]=[C:4]([S:8]([NH:11][C:12]2[CH:21]=[CH:20][C:15]([C:16]([O:18][CH3:19])=[O:17])=[C:14]([OH:22])[CH:13]=2)(=[O:10])=[O:9])[CH:5]=[CH:6][CH:7]=1.[F:23][C:24]([F:35])([F:34])[C:25]1[CH:30]=[CH:29][C:28](B(O)O)=[CH:27][CH:26]=1. (4) The reactants are [CH3:1][O:2][C@H:3]1[CH2:8][CH2:7][C@H:6]2[C@H:9]3[C@H:19]([CH2:20][CH2:21][C@:4]12[CH3:5])[C@:17]1([CH3:18])[CH:12]([CH2:13][C@H:14]([OH:28])[C@@H:15]([N:22]2[CH2:27][CH2:26][NH:25][CH2:24][CH2:23]2)[CH2:16]1)[CH2:11][CH2:10]3.[C:29]1([C:39]([N:41]2[CH2:48][CH2:47][CH2:46][C@H:42]2[C:43]([OH:45])=O)=[O:40])[C:38]2[C:33](=[CH:34][CH:35]=[CH:36][CH:37]=2)[CH:32]=[CH:31][CH:30]=1.C1CN([P+](ON2N=NC3C=CC=CC2=3)(N2CCCC2)N2CCCC2)CC1.F[P-](F)(F)(F)(F)F.C1C=CC2N(O)N=NC=2C=1.CCN(C(C)C)C(C)C. The catalyst is CN(C=O)C.O. The product is [OH:28][C@@H:14]1[C@@H:15]([N:22]2[CH2:23][CH2:24][N:25]([C:43]([C@@H:42]3[CH2:46][CH2:47][CH2:48][N:41]3[C:39]([C:29]3[CH:30]=[CH:31][C:32]4[C:33](=[CH:34][CH:35]=[CH:36][CH:37]=4)[CH:38]=3)=[O:40])=[O:45])[CH2:26][CH2:27]2)[CH2:16][C@@:17]2([CH3:18])[CH:12]([CH2:11][CH2:10][C@@H:9]3[C@@H:19]2[CH2:20][CH2:21][C@@:4]2([CH3:5])[C@H:6]3[CH2:7][CH2:8][C@@H:3]2[O:2][CH3:1])[CH2:13]1. The yield is 0.230.